From a dataset of Full USPTO retrosynthesis dataset with 1.9M reactions from patents (1976-2016). Predict the reactants needed to synthesize the given product. (1) Given the product [CH2:25]([N:11]1[C:12]2[C:7](=[C:6]([OH:39])[C:5]([C:3]([NH:40][CH2:41][CH2:42][C:43]([OH:45])=[O:44])=[O:4])=[N:14][C:13]=2[C:15]2[CH:16]=[N:17][C:18]([C:21]([F:23])([F:22])[F:24])=[CH:19][CH:20]=2)[CH:8]=[C:9]([C:33]2[CH:34]=[CH:35][CH:36]=[CH:37][CH:38]=2)[C:10]1=[O:32])[C:26]1[CH:31]=[CH:30][CH:29]=[CH:28][CH:27]=1, predict the reactants needed to synthesize it. The reactants are: CO[C:3]([C:5]1[C:6]([OH:39])=[C:7]2[C:12](=[C:13]([C:15]3[CH:16]=[N:17][C:18]([C:21]([F:24])([F:23])[F:22])=[CH:19][CH:20]=3)[N:14]=1)[N:11]([CH2:25][C:26]1[CH:31]=[CH:30][CH:29]=[CH:28][CH:27]=1)[C:10](=[O:32])[C:9]([C:33]1[CH:38]=[CH:37][CH:36]=[CH:35][CH:34]=1)=[CH:8]2)=[O:4].[NH2:40][CH2:41][CH2:42][C:43]([OH:45])=[O:44].C[O-].[Na+]. (2) Given the product [C:21]1([S:18]([N:15]2[C:8]3=[CH:9][CH:10]=[C:11]4[C:6]([NH:5][C:4](=[O:30])[NH:13][C:12]4=[O:14])=[C:7]3[CH:17]=[CH:16]2)(=[O:20])=[O:19])[CH:22]=[CH:23][CH:24]=[CH:25][CH:26]=1, predict the reactants needed to synthesize it. The reactants are: C(S[C:4]1[N:13]=[C:12]([OH:14])[C:11]2[C:6](=[C:7]3[CH:17]=[CH:16][N:15]([S:18]([C:21]4[CH:26]=[CH:25][CH:24]=[CH:23][CH:22]=4)(=[O:20])=[O:19])[C:8]3=[CH:9][CH:10]=2)[N:5]=1)C.Cl.CC[OH:30]. (3) Given the product [CH3:19][O:8][C:6](=[O:7])[C:5]1[CH:9]=[CH:10][C:2]([C:18]#[C:17][C:11]2[CH:16]=[CH:15][CH:14]=[CH:13][CH:12]=2)=[CH:3][CH:4]=1, predict the reactants needed to synthesize it. The reactants are: Cl[C:2]1[CH:10]=[CH:9][C:5]([C:6]([OH:8])=[O:7])=[CH:4][CH:3]=1.[C:11]1([C:17]#[CH:18])[CH:16]=[CH:15][CH:14]=[CH:13][CH:12]=1.[C:19]([O-])([O-])=O.[Cs+].[Cs+].O.